Dataset: Forward reaction prediction with 1.9M reactions from USPTO patents (1976-2016). Task: Predict the product of the given reaction. (1) The product is: [Si:14]([O:13][C@H:10]([CH2:11][OH:12])[C@@H:9]([NH:21][C:22](=[O:28])[O:23][C:24]([CH3:27])([CH3:26])[CH3:25])[CH2:8][C:4]1[CH:5]=[CH:6][CH:7]=[C:2]([C:50]#[C:49][Si:51]([CH3:54])([CH3:53])[CH3:52])[CH:3]=1)([C:17]([CH3:20])([CH3:19])[CH3:18])([CH3:16])[CH3:15]. Given the reactants Br[C:2]1[CH:3]=[C:4]([CH2:8][C@H:9]([NH:21][C:22](=[O:28])[O:23][C:24]([CH3:27])([CH3:26])[CH3:25])[C@H:10]([O:13][Si:14]([C:17]([CH3:20])([CH3:19])[CH3:18])([CH3:16])[CH3:15])[CH2:11][OH:12])[CH:5]=[CH:6][CH:7]=1.N#N.F[B-](F)(F)F.C([PH+](C(C)(C)C)C(C)(C)C)(C)(C)C.[C:49]([Si:51]([CH3:54])([CH3:53])[CH3:52])#[CH:50].C(NC(C)C)(C)C, predict the reaction product. (2) The product is: [NH2:26][C:17]1[CH:18]=[C:19]([CH:24]=[CH:25][C:16]=1[CH2:15][NH:14][CH:11]1[CH2:10][CH2:9][N:8]([CH2:7][C:1]2[CH:6]=[CH:5][CH:4]=[CH:3][CH:2]=2)[CH2:13][CH2:12]1)[C:20]([O:22][CH3:23])=[O:21]. Given the reactants [C:1]1([CH2:7][N:8]2[CH2:13][CH2:12][CH:11]([NH:14][CH2:15][C:16]3[CH:25]=[CH:24][C:19]([C:20]([O:22][CH3:23])=[O:21])=[CH:18][C:17]=3[N+:26]([O-])=O)[CH2:10][CH2:9]2)[CH:6]=[CH:5][CH:4]=[CH:3][CH:2]=1, predict the reaction product. (3) Given the reactants [NH2:1][C@@H:2]1[CH2:7][CH2:6][C@H:5]([N:8]2[CH2:12][CH2:11][C@H:10]([NH:13][C:14](=[O:23])[O:15][CH2:16][C:17]3[CH:22]=[CH:21][CH:20]=[CH:19][CH:18]=3)[C:9]2=[O:24])[C@H:4]([CH2:25][CH3:26])[CH2:3]1.[C:27](O)(=O)C.[CH3:31][C:32]([CH3:34])=O, predict the reaction product. The product is: [CH2:25]([C@@H:4]1[CH2:3][C@H:2]([N:1]([CH:32]([CH3:34])[CH3:31])[CH3:27])[CH2:7][CH2:6][C@@H:5]1[N:8]1[CH2:12][CH2:11][C@H:10]([NH:13][C:14](=[O:23])[O:15][CH2:16][C:17]2[CH:18]=[CH:19][CH:20]=[CH:21][CH:22]=2)[C:9]1=[O:24])[CH3:26]. (4) Given the reactants Cl[C:2]1[CH:7]=[CH:6][N:5]=[C:4]2[CH:8]=[C:9]([C:11]3[N:12]([CH3:16])[CH:13]=[CH:14][N:15]=3)[S:10][C:3]=12.[CH3:17][NH:18][C:19]([C:21]1[C:22]2[CH:30]=[CH:29][C:28](O)=[CH:27][C:23]=2[O:24][C:25]=1[CH3:26])=[O:20].C([O-])([O-])=[O:33].[Cs+].[Cs+], predict the reaction product. The product is: [CH3:17][NH:18][C:19]([C:21]1[C:22]2[C:30]([O:33][C:2]3[CH:7]=[CH:6][N:5]=[C:4]4[CH:8]=[C:9]([C:11]5[N:12]([CH3:16])[CH:13]=[CH:14][N:15]=5)[S:10][C:3]=34)=[CH:29][CH:28]=[CH:27][C:23]=2[O:24][C:25]=1[CH3:26])=[O:20]. (5) Given the reactants Cl[C:2]1[N:7]=[C:6]([N:8]2[C:12]([CH3:13])=[CH:11][C:10]([CH3:14])=[N:9]2)[N:5]=[C:4]([NH:15][C:16](=[O:18])[CH3:17])[CH:3]=1.[Cl:19][C:20]1[N:25]=[C:24](B2OC(C)(C)C(C)(C)O2)[CH:23]=[CH:22][CH:21]=1.C(=O)([O-])[O-].[K+].[K+].O1CCOCC1, predict the reaction product. The product is: [Cl:19][C:20]1[N:25]=[C:24]([C:2]2[N:7]=[C:6]([N:8]3[C:12]([CH3:13])=[CH:11][C:10]([CH3:14])=[N:9]3)[N:5]=[C:4]([NH:15][C:16](=[O:18])[CH3:17])[CH:3]=2)[CH:23]=[CH:22][CH:21]=1. (6) Given the reactants [CH2:1]([N:8]1[CH2:13][CH2:12][CH:11]([C:14]2[CH:18]=[CH:17][S:16][CH:15]=2)[CH:10]([C:19](Cl)=[O:20])[CH2:9]1)[C:2]1[CH:7]=[CH:6][CH:5]=[CH:4][CH:3]=1, predict the reaction product. The product is: [CH2:1]([N:8]1[CH2:13][CH2:12][CH:11]2[CH:10]([C:19](=[O:20])[C:15]3[S:16][CH:17]=[CH:18][C:14]=32)[CH2:9]1)[C:2]1[CH:7]=[CH:6][CH:5]=[CH:4][CH:3]=1. (7) Given the reactants Cl.Cl.[NH:3]1[CH2:8][CH2:7][CH:6]([O:9][C:10]2[CH:25]=[CH:24][C:13]([O:14][CH2:15][CH2:16][CH2:17][N:18]3[CH2:23][CH2:22][CH2:21][CH2:20][CH2:19]3)=[CH:12][CH:11]=2)[CH2:5][CH2:4]1.[Cl:26][CH2:27]Cl.C[CH:30]([N:32]=[C:33]=[O:34])[CH3:31], predict the reaction product. The product is: [ClH:26].[CH2:30]([N:32]([CH3:27])[C:33]([N:3]1[CH2:4][CH2:5][CH:6]([O:9][C:10]2[CH:11]=[CH:12][C:13]([O:14][CH2:15][CH2:16][CH2:17][N:18]3[CH2:23][CH2:22][CH2:21][CH2:20][CH2:19]3)=[CH:24][CH:25]=2)[CH2:7][CH2:8]1)=[O:34])[CH3:31].